Dataset: Reaction yield outcomes from USPTO patents with 853,638 reactions. Task: Predict the reaction yield, written as a fraction of the theoretical maximum amount of product (1.0 means a 100% yield; for example, 0.34 means a 34% yield). The reactants are I[C:2]1[CH:7]=[CH:6][C:5]([C:8]2[CH:13]=[CH:12][C:11](I)=[CH:10][CH:9]=2)=[CH:4][CH:3]=1.[CH:15]1[C:27]2[NH:26][C:25]3[C:20](=[CH:21][CH:22]=[CH:23][CH:24]=3)[C:19]=2[CH:18]=[CH:17][CH:16]=1.C(=O)([O-])[O-].[K+].[K+].C([C:37]1[CH:42]=[CH:41][CH:40]=[C:39]([CH:43]([CH3:45])[CH3:44])[CH:38]=1)(C)C. The catalyst is [Cu].C1(C)C=CC=CC=1. The product is [CH:3]1[C:4]2[N:26]([C:25]3[CH:20]=[CH:44][C:43]([C:39]4[CH:38]=[CH:37][C:42]([N:26]5[C:25]6[CH:24]=[CH:23][CH:22]=[CH:21][C:20]=6[C:19]6[C:27]5=[CH:15][CH:16]=[CH:17][CH:18]=6)=[CH:41][CH:40]=4)=[CH:45][CH:24]=3)[C:13]3[C:8](=[CH:9][CH:10]=[CH:11][CH:12]=3)[C:5]=2[CH:6]=[CH:7][CH:2]=1. The yield is 0.686.